Dataset: Forward reaction prediction with 1.9M reactions from USPTO patents (1976-2016). Task: Predict the product of the given reaction. (1) Given the reactants Br[C:2]1[CH:7]=[CH:6][C:5]([CH2:8][CH3:9])=[CH:4][CH:3]=1.[Mg].[B:11](OC)([O:14]C)[O:12]C, predict the reaction product. The product is: [CH2:8]([C:5]1[CH:6]=[CH:7][C:2]([B:11]([OH:14])[OH:12])=[CH:3][CH:4]=1)[CH3:9]. (2) Given the reactants Br[C:2]1[C:3]([N:18]2[CH:22]=[CH:21][C:20]([C:23]([F:26])([F:25])[F:24])=[N:19]2)=[N:4][C:5]([NH:8][C:9]2[CH:14]=[C:13]([CH3:15])[CH:12]=[C:11]([O:16][CH3:17])[CH:10]=2)=[N:6][CH:7]=1.[CH3:27][N:28]1[CH:33]=[C:32](B2OC(C)(C)C(C)(C)O2)[CH:31]=[C:30]([C:43]([O:45][CH3:46])=[O:44])[C:29]1=[O:47].COC(C1C(=O)N(C)C=C(B(O)O)C=1)=O.C(Cl)Cl.C(=O)([O-])[O-].[Na+].[Na+], predict the reaction product. The product is: [CH3:17][O:16][C:11]1[CH:10]=[C:9]([NH:8][C:5]2[N:4]=[C:3]([N:18]3[CH:22]=[CH:21][C:20]([C:23]([F:26])([F:25])[F:24])=[N:19]3)[C:2]([C:32]3[CH:31]=[C:30]([C:43]([O:45][CH3:46])=[O:44])[C:29](=[O:47])[N:28]([CH3:27])[CH:33]=3)=[CH:7][N:6]=2)[CH:14]=[C:13]([CH3:15])[CH:12]=1. (3) Given the reactants [CH:1]1([O:6][C:7](=[O:38])[C@@H:8]([NH:30][C:31]([O:33][C:34]([CH3:37])([CH3:36])[CH3:35])=[O:32])[CH2:9][CH2:10][O:11][C:12]2[CH:17]=[CH:16][C:15]([CH2:18][NH:19]C(OCC3C=CC=CC=3)=O)=[CH:14][CH:13]=2)[CH2:5][CH2:4][CH2:3][CH2:2]1, predict the reaction product. The product is: [NH2:19][CH2:18][C:15]1[CH:14]=[CH:13][C:12]([O:11][CH2:10][CH2:9][C@@H:8]([C:7]([O:6][CH:1]2[CH2:2][CH2:3][CH2:4][CH2:5]2)=[O:38])[NH:30][C:31]([O:33][C:34]([CH3:37])([CH3:35])[CH3:36])=[O:32])=[CH:17][CH:16]=1.